This data is from Catalyst prediction with 721,799 reactions and 888 catalyst types from USPTO. The task is: Predict which catalyst facilitates the given reaction. (1) Reactant: [CH2:1]([O:3][CH2:4][CH2:5][O:6][C:7]1[C:32]([O:33][CH3:34])=[CH:31][C:10]2[C:11]3[N:16]([CH:17]([C:19]([CH3:24])([CH3:23])[CH2:20][O:21][CH3:22])[CH2:18][C:9]=2[CH:8]=1)[CH:15]=[C:14]([C:25]([O:27]CC)=[O:26])[C:13](=[O:30])[CH:12]=3)[CH3:2].[Li+].[OH-].Cl. Product: [CH2:1]([O:3][CH2:4][CH2:5][O:6][C:7]1[C:32]([O:33][CH3:34])=[CH:31][C:10]2[C:11]3[N:16]([CH:17]([C:19]([CH3:23])([CH3:24])[CH2:20][O:21][CH3:22])[CH2:18][C:9]=2[CH:8]=1)[CH:15]=[C:14]([C:25]([OH:27])=[O:26])[C:13](=[O:30])[CH:12]=3)[CH3:2]. The catalyst class is: 219. (2) Reactant: [Cl-].[Al+3].[Cl-].[Cl-].[N-:5]=[N+:6]=[N-:7].[Na+].[I:9][C:10]1[C:11]([CH3:19])=[C:12]([CH:16]=[CH:17][CH:18]=1)C(Cl)=O.[N:20]([O-])=O.[Na+].Cl.[O:25]1[CH2:29]CCC1. Product: [CH3:19][C:11]1[C:10]([I:9])=[CH:18][CH:17]=[CH:16][C:12]=1[N:5]1[C:29](=[O:25])[NH:20][N:7]=[N:6]1. The catalyst class is: 6. (3) Reactant: [Cl:1][C:2]1[N:11]=[C:10]([O:12][CH2:13][C@H:14]2[O:19][CH2:18][CH2:17][N:16](C(OC(C)(C)C)=O)[CH2:15]2)[C:9]2[C:4](=[N:5][CH:6]=[CH:7][N:8]=2)[CH:3]=1.Cl. Product: [ClH:1].[Cl:1][C:2]1[N:11]=[C:10]([O:12][CH2:13][C@H:14]2[O:19][CH2:18][CH2:17][NH:16][CH2:15]2)[C:9]2[C:4](=[N:5][CH:6]=[CH:7][N:8]=2)[CH:3]=1. The catalyst class is: 25. (4) Reactant: CC([N:5]([C:9]1[CH:13]=[C:12]([CH3:14])[N:11]([CH2:15][C:16]2[CH:21]=[C:20]([Cl:22])[CH:19]=[CH:18][C:17]=2[O:23][CH2:24][CH:25]([CH3:27])[CH3:26])[N:10]=1)[C:6](=O)[O-:7])(C)C.[F:28][C:29]([F:34])([F:33])C(O)=O. Product: [Cl:22][C:20]1[CH:19]=[CH:18][C:17]([O:23][CH2:24][CH:25]([CH3:27])[CH3:26])=[C:16]([CH2:15][N:11]2[C:12]([CH3:14])=[CH:13][C:9]([NH:5][C:6](=[O:7])[C:29]([F:34])([F:33])[F:28])=[N:10]2)[CH:21]=1. The catalyst class is: 4. (5) Reactant: Cl([O-])=O.[Na+].[Cl:5][C:6]1[CH:7]=[C:8]([O:31][CH2:32][CH:33]=[O:34])[CH:9]=[N:10][C:11]=1[O:12][C:13]1[CH:14]=[C:15]2[C:20](=[CH:21][CH:22]=1)[N:19]=[CH:18][N:17]=[C:16]2[NH:23][C:24]1[CH:29]=[N:28][C:27]([CH3:30])=[CH:26][N:25]=1.CC(=CC)C.P([O-])(O)(O)=[O:41].[Na+].Cl. Product: [Cl:5][C:6]1[CH:7]=[C:8]([O:31][CH2:32][C:33]([OH:41])=[O:34])[CH:9]=[N:10][C:11]=1[O:12][C:13]1[CH:14]=[C:15]2[C:20](=[CH:21][CH:22]=1)[N:19]=[CH:18][N:17]=[C:16]2[NH:23][C:24]1[CH:29]=[N:28][C:27]([CH3:30])=[CH:26][N:25]=1. The catalyst class is: 664. (6) Reactant: [Br:1][C:2]1[C:7]([CH3:8])=[CH:6][C:5](I)=[CH:4][C:3]=1[CH3:10].[Br-].[S:12]1[CH:16]=[CH:15][N:14]=[C:13]1[Zn+].O1CCCC1. Product: [Br:1][C:2]1[C:7]([CH3:8])=[CH:6][C:5]([C:13]2[S:12][CH:16]=[CH:15][N:14]=2)=[CH:4][C:3]=1[CH3:10]. The catalyst class is: 103. (7) Reactant: [CH3:1][C:2]1[CH:7]=[C:6]([N:8]2[CH2:13][CH2:12][CH:11]([CH2:14][C:15]([O:17]CC)=[O:16])[CH2:10][CH2:9]2)[CH:5]=[CH:4][N:3]=1.[OH-].[Na+].O.Cl. Product: [CH3:1][C:2]1[CH:7]=[C:6]([N:8]2[CH2:9][CH2:10][CH:11]([CH2:14][C:15]([OH:17])=[O:16])[CH2:12][CH2:13]2)[CH:5]=[CH:4][N:3]=1. The catalyst class is: 5.